This data is from Retrosynthesis with 50K atom-mapped reactions and 10 reaction types from USPTO. The task is: Predict the reactants needed to synthesize the given product. (1) Given the product O=C(N[C@H]1C[C@@H](CN2CCC(O)CC2)C1)OCc1ccccc1, predict the reactants needed to synthesize it. The reactants are: O=C[C@H]1C[C@@H](NC(=O)OCc2ccccc2)C1.OC1CCNCC1. (2) Given the product Cc1ncc(-c2cccc(Nc3cc(-c4ccccc4)ncn3)c2)n1C, predict the reactants needed to synthesize it. The reactants are: Cc1ncc(-c2cccc(N)c2)n1C.Clc1cc(-c2ccccc2)ncn1. (3) Given the product CCOC(=O)/C=C/c1cnc(Br)c(C)c1, predict the reactants needed to synthesize it. The reactants are: C=CC(=O)OCC.Cc1cc(I)cnc1Br. (4) Given the product COCCC#Cc1cc(Cl)c(Nc2ncnc3cc(OCCCN4CCN(C)CC4)c(OC)cc23)c2c1OCO2, predict the reactants needed to synthesize it. The reactants are: CN1CCNCC1.COCCC#Cc1cc(Cl)c(Nc2ncnc3cc(OCCCCl)c(OC)cc23)c2c1OCO2. (5) Given the product CNCCNC(=O)C[C@@H]1N=C(c2ccc(Cl)cc2)c2cc(OC)ccc2-n2c(C)nnc21, predict the reactants needed to synthesize it. The reactants are: COc1ccc2c(c1)C(c1ccc(Cl)cc1)=N[C@@H](CC(=O)NCCN(C)C(=O)OC(C)(C)C)c1nnc(C)n1-2. (6) Given the product NC(=O)C1CN(c2ccc(C3CCC(=O)CC3)c(F)c2)C(=O)O1, predict the reactants needed to synthesize it. The reactants are: NC(=O)C1CN(c2ccc(C3CCC(O)CC3)c(F)c2)C(=O)O1.